This data is from Reaction yield outcomes from USPTO patents with 853,638 reactions. The task is: Predict the reaction yield, written as a fraction of the theoretical maximum amount of product (1.0 means a 100% yield; for example, 0.34 means a 34% yield). (1) The reactants are [C:1]([C:5]1[CH:6]=[C:7]2[C:11](=[CH:12][C:13]=1[N+:14]([O-])=O)[NH:10][CH:9]=[CH:8]2)([CH3:4])([CH3:3])[CH3:2]. The catalyst is CO.[Ni]. The product is [C:1]([C:5]1[CH:6]=[C:7]2[C:11](=[CH:12][C:13]=1[NH2:14])[NH:10][CH:9]=[CH:8]2)([CH3:4])([CH3:2])[CH3:3]. The yield is 0.870. (2) The reactants are [CH3:1][O:2][C:3](=[O:20])[NH:4][CH2:5][C@@H:6]1[O:10][C:9](=[O:11])[N:8]([C:12]2[CH:17]=[CH:16][C:15](I)=[C:14]([F:19])[CH:13]=2)[CH2:7]1.[B:21]1([B:21]2[O:25][C:24]([CH3:27])([CH3:26])[C:23]([CH3:29])([CH3:28])[O:22]2)[O:25][C:24]([CH3:27])([CH3:26])[C:23]([CH3:29])([CH3:28])[O:22]1.C([O-])(=O)C.[K+]. The catalyst is CS(C)=O.ClCCl.[Pd+2]. The product is [CH3:1][O:2][C:3](=[O:20])[NH:4][CH2:5][C@@H:6]1[O:10][C:9](=[O:11])[N:8]([C:12]2[CH:17]=[CH:16][C:15]([B:21]3[O:25][C:24]([CH3:27])([CH3:26])[C:23]([CH3:29])([CH3:28])[O:22]3)=[C:14]([F:19])[CH:13]=2)[CH2:7]1. The yield is 0.780. (3) The reactants are [Cl:1][C:2]1[CH:7]=[CH:6][CH:5]=[C:4]([Cl:8])[C:3]=1[C:9]1[S:10][C:11]2[C:12]([NH2:19])=[N:13][CH:14]=[C:15]([F:18])[C:16]=2[N:17]=1.[C:20]([O:24][C:25](=[O:27])N)(C)(C)C.C(O)(C(F)(F)F)=O. The catalyst is C(Cl)Cl. The product is [CH3:20][O:24][C:25](=[O:27])[NH:19][C:12]1[C:11]2[S:10][C:9]([C:3]3[C:4]([Cl:8])=[CH:5][CH:6]=[CH:7][C:2]=3[Cl:1])=[N:17][C:16]=2[C:15]([F:18])=[CH:14][N:13]=1. The yield is 0.600. (4) The reactants are [C:1]([C:3]1[CH:8]=[CH:7][CH:6]=[CH:5][C:4]=1[C:9]1[CH:14]=[CH:13][C:12]([CH2:15][C:16]2[C:17](=[O:42])[N:18]([C:28]3[CH:41]=[CH:40][C:31]([O:32][C:33]([CH3:39])([CH3:38])[C:34](OC)=[O:35])=[CH:30][CH:29]=3)[C:19]3[N:20]([N:25]=[CH:26][N:27]=3)[C:21]=2[CH2:22][CH2:23][CH3:24])=[CH:11][CH:10]=1)#[N:2].[BH4-].[Li+].C(OCC)(=O)C.[Cl-].[NH4+]. The yield is 0.510. The catalyst is O1CCCC1. The product is [OH:35][CH2:34][C:33]([CH3:38])([CH3:39])[O:32][C:31]1[CH:40]=[CH:41][C:28]([N:18]2[C:17](=[O:42])[C:16]([CH2:15][C:12]3[CH:13]=[CH:14][C:9]([C:4]4[C:3]([C:1]#[N:2])=[CH:8][CH:7]=[CH:6][CH:5]=4)=[CH:10][CH:11]=3)=[C:21]([CH2:22][CH2:23][CH3:24])[N:20]3[N:25]=[CH:26][N:27]=[C:19]23)=[CH:29][CH:30]=1. (5) The reactants are [CH2:1]([O:3][C:4](=[O:16])[C:5]1[CH:13]=[C:12]([CH2:14][OH:15])[CH:11]=[C:7]([C:8](O)=[O:9])[CH:6]=1)[CH3:2].[CH3:17][NH:18]CCC.ON1C2C=CC=CC=2N=N1.Cl.CN(C)CCCN=C=NCC. The catalyst is ClCCl.CN(C=O)C. The product is [CH2:1]([O:3][C:4](=[O:16])[C:5]1[CH:13]=[C:12]([CH2:14][OH:15])[CH:11]=[C:7]([C:8]([NH:18][CH3:17])=[O:9])[CH:6]=1)[CH3:2]. The yield is 0.400.